The task is: Predict the product of the given reaction.. This data is from Forward reaction prediction with 1.9M reactions from USPTO patents (1976-2016). (1) Given the reactants [F:1][C:2]1[CH:7]=[C:6]([I:8])[CH:5]=[CH:4][C:3]=1[NH:9][C:10]1[N:15]([CH3:16])[C:14](=[O:17])[C:13]2[CH:18]=[CH:19][O:20][C:12]=2[C:11]=1[C:21](O)=[O:22].C[O:25][CH2:26][CH2:27][CH2:28][NH2:29].B(Br)(Br)Br, predict the reaction product. The product is: [F:1][C:2]1[CH:7]=[C:6]([I:8])[CH:5]=[CH:4][C:3]=1[NH:9][C:10]1[N:15]([CH3:16])[C:14](=[O:17])[C:13]2[CH:18]=[CH:19][O:20][C:12]=2[C:11]=1[C:21]([NH:29][CH2:28][CH2:27][CH2:26][OH:25])=[O:22]. (2) Given the reactants [Cl:1][C:2]1[C:7]([C:8]([OH:10])=O)=[CH:6][CH:5]=[C:4]([CH3:11])[N:3]=1.CN(C(ON1N=NC2C=CC=CC1=2)=[N+](C)C)C.[B-](F)(F)(F)F.CCN(C(C)C)C(C)C.CC([Si](C1C=CC=CC=1)(C1C=CC=CC=1)[O:48][CH:49]([CH3:53])[CH:50]([NH2:52])[CH3:51])(C)C.CCCC[N+](CCCC)(CCCC)CCCC.[F-], predict the reaction product. The product is: [Cl:1][C:2]1[C:7]([C:8]([NH:52][CH:50]([CH3:51])[CH:49]([OH:48])[CH3:53])=[O:10])=[CH:6][CH:5]=[C:4]([CH3:11])[N:3]=1.